This data is from Full USPTO retrosynthesis dataset with 1.9M reactions from patents (1976-2016). The task is: Predict the reactants needed to synthesize the given product. (1) Given the product [Br:1][C:2]1[C:13]([O:14][CH3:15])=[CH:12][CH:11]=[CH:10][C:3]=1[C:4](=[O:5])[CH3:16], predict the reactants needed to synthesize it. The reactants are: [Br:1][C:2]1[C:13]([O:14][CH3:15])=[CH:12][CH:11]=[CH:10][C:3]=1[C:4](N(OC)C)=[O:5].[CH3:16][Mg]Br.C(OCC)(=O)C.Cl. (2) Given the product [C:55]([O:54][C:52]([N:47]1[CH2:48][CH2:49][CH:50]([NH:22][C:20]2[N:21]=[C:14]3[C:13]([C:5]4[CH:6]=[C:7]([C:9]([F:10])([F:12])[F:11])[CH:8]=[C:3]([C:2]([F:1])([F:23])[F:24])[CH:4]=4)=[CH:18][CH:17]=[CH:16][N:15]3[N:19]=2)[CH:45]([F:44])[CH2:46]1)=[O:53])([CH3:58])([CH3:56])[CH3:57], predict the reactants needed to synthesize it. The reactants are: [F:1][C:2]([F:24])([F:23])[C:3]1[CH:4]=[C:5]([C:13]2[C:14]3[N:15]([N:19]=[C:20]([NH2:22])[N:21]=3)[CH:16]=[CH:17][CH:18]=2)[CH:6]=[C:7]([C:9]([F:12])([F:11])[F:10])[CH:8]=1.ClC(Cl)(Cl)C(Cl)(Cl)Cl.C(N(CC)CC)C.CP(C)C.[F:44][CH:45]1[C:50](=O)[CH2:49][CH2:48][N:47]([C:52]([O:54][C:55]([CH3:58])([CH3:57])[CH3:56])=[O:53])[CH2:46]1.[B][B][B][B][B][B][B][B][B][B].C([O-])(O)=O.[Na+]. (3) Given the product [CH2:15]([C:11]1([OH:14])[CH2:10][CH2:9][NH:8][CH2:13][CH2:12]1)[CH2:16][CH2:17][CH3:18], predict the reactants needed to synthesize it. The reactants are: C([N:8]1[CH2:13][CH2:12][C:11]([CH2:15][CH2:16][CH2:17][CH3:18])([OH:14])[CH2:10][CH2:9]1)C1C=CC=CC=1. (4) Given the product [CH3:17][C:18]1[C:19]([N:25]2[CH2:26][CH2:27][N:28]([C:12]([C:11]3[CH:10]=[CH:9][C:8]([C@@H:6]([NH:5][S:2]([CH3:1])(=[O:3])=[O:4])[CH3:7])=[CH:16][CH:15]=3)=[O:14])[CH2:29][CH2:30]2)=[N:20][CH:21]=[C:22]([CH3:24])[CH:23]=1, predict the reactants needed to synthesize it. The reactants are: [CH3:1][S:2]([NH:5][C@H:6]([C:8]1[CH:16]=[CH:15][C:11]([C:12]([OH:14])=O)=[CH:10][CH:9]=1)[CH3:7])(=[O:4])=[O:3].[CH3:17][C:18]1[C:19]([N:25]2[CH2:30][CH2:29][NH:28][CH2:27][CH2:26]2)=[N:20][CH:21]=[C:22]([CH3:24])[CH:23]=1. (5) Given the product [Cl:21][C:3]1[N:2]([CH3:1])[C:6]2[C:7]([CH:11]([CH2:15][CH2:16][CH3:17])[CH2:12][CH2:13][CH3:14])=[CH:8][CH:9]=[CH:10][C:5]=2[N:4]=1, predict the reactants needed to synthesize it. The reactants are: [CH3:1][N:2]1[C:6]2[C:7]([CH:11]([CH2:15][CH2:16][CH3:17])[CH2:12][CH2:13][CH3:14])=[CH:8][CH:9]=[CH:10][C:5]=2[NH:4][C:3]1=O.P(Cl)(Cl)([Cl:21])=O. (6) The reactants are: [I:1][C:2]1[CH:3]=[C:4]([CH:7]=[C:8]([I:12])[C:9]=1[O:10][CH3:11])[CH:5]=O.[ClH:13].CO.C(O[CH:19](OCC)[CH2:20][NH:21][CH2:22][C:23]1[CH:28]=[CH:27][CH:26]=[C:25]([O:29][CH2:30][CH3:31])[C:24]=1[OH:32])C. Given the product [ClH:13].[I:1][C:2]1[CH:3]=[C:4]([CH:7]=[C:8]([I:12])[C:9]=1[O:10][CH3:11])[CH2:5][C:19]1[C:28]2[C:23](=[C:24]([OH:32])[C:25]([O:29][CH2:30][CH3:31])=[CH:26][CH:27]=2)[CH:22]=[N:21][CH:20]=1, predict the reactants needed to synthesize it. (7) Given the product [CH3:16][C:13]([C:29]1[CH:30]=[CH:22][C:23]([C:24]([NH:6][C:5]2[CH:7]=[CH:8][NH:1][C:2](=[O:3])[N:4]=2)=[O:25])=[CH:27][CH:28]=1)([CH3:12])[CH3:14], predict the reactants needed to synthesize it. The reactants are: [NH:1]1[CH:8]=[CH:7][C:5]([NH2:6])=[N:4][C:2]1=[O:3].N1[CH:14]=[CH:13][CH:12]=CC=1.Cl[CH2:16]Cl.C([C:22]1[CH:30]=[CH:29][CH:28]=[CH:27][C:23]=1[C:24](Cl)=[O:25])CCC. (8) The reactants are: [NH:1]([C:3]1[CH:8]=[C:7]([C:9]#[N:10])[CH:6]=[CH:5][N:4]=1)[NH2:2].[Cl:11][C:12]1[CH:17]=[CH:16][C:15]([CH2:18][C:19](=O)[CH2:20][C:21](OCC)=[O:22])=[CH:14][CH:13]=1. Given the product [Cl:11][C:12]1[CH:13]=[CH:14][C:15]([CH2:18][C:19]2[CH:20]=[C:21]([OH:22])[N:1]([C:3]3[CH:8]=[C:7]([C:9]#[N:10])[CH:6]=[CH:5][N:4]=3)[N:2]=2)=[CH:16][CH:17]=1, predict the reactants needed to synthesize it. (9) Given the product [OH:37][CH2:36][C:34]([N:2]1[CH2:6][CH2:5][C@@H:4]([NH:7][C:8]([C:10]2[C:14]3[N:15]=[CH:16][N:17]=[C:18]([C:19]4[CH:24]=[C:23]([F:25])[C:22]([O:26][CH3:27])=[CH:21][C:20]=4[O:28][CH2:29][CH:30]4[CH2:31][CH2:32]4)[C:13]=3[NH:12][CH:11]=2)=[O:9])[CH2:3]1)=[O:35], predict the reactants needed to synthesize it. The reactants are: Cl.[NH:2]1[CH2:6][CH2:5][C@@H:4]([NH:7][C:8]([C:10]2[C:14]3[N:15]=[CH:16][N:17]=[C:18]([C:19]4[CH:24]=[C:23]([F:25])[C:22]([O:26][CH3:27])=[CH:21][C:20]=4[O:28][CH2:29][CH:30]4[CH2:32][CH2:31]4)[C:13]=3[NH:12][CH:11]=2)=[O:9])[CH2:3]1.Cl[C:34]([CH2:36][O:37]C(=O)C)=[O:35].